This data is from Full USPTO retrosynthesis dataset with 1.9M reactions from patents (1976-2016). The task is: Predict the reactants needed to synthesize the given product. Given the product [CH2:25]1[C:28]2([CH2:31][N:30]([S:2]([C:5]3[CH:6]=[C:7]([CH:12]=[C:13]([C:15]([F:18])([F:17])[F:16])[CH:14]=3)[C:8]([O:10][CH3:11])=[O:9])(=[O:4])=[O:3])[CH2:29]2)[CH2:27][O:26]1, predict the reactants needed to synthesize it. The reactants are: Cl[S:2]([C:5]1[CH:6]=[C:7]([CH:12]=[C:13]([C:15]([F:18])([F:17])[F:16])[CH:14]=1)[C:8]([O:10][CH3:11])=[O:9])(=[O:4])=[O:3].C(O)(=O)C(O)=O.[CH2:25]1[C:28]2([CH2:31][NH:30][CH2:29]2)[CH2:27][O:26]1.C([O-])(O)=O.[Na+].